From a dataset of Full USPTO retrosynthesis dataset with 1.9M reactions from patents (1976-2016). Predict the reactants needed to synthesize the given product. Given the product [F:2][C:3]1[CH:8]=[C:7]([F:9])[CH:6]=[C:5]([N:10]2[CH2:15][CH2:14][O:13][CH2:12][CH2:11]2)[C:4]=1[NH2:16], predict the reactants needed to synthesize it. The reactants are: Cl.[F:2][C:3]1[C:4]([N+:16]([O-])=O)=[C:5]([N:10]2[CH2:15][CH2:14][O:13][CH2:12][CH2:11]2)[CH:6]=[C:7]([F:9])[CH:8]=1.